Predict the reaction yield, written as a fraction of the theoretical maximum amount of product (1.0 means a 100% yield; for example, 0.34 means a 34% yield). From a dataset of Reaction yield outcomes from USPTO patents with 853,638 reactions. (1) The reactants are [CH:1]1([NH:6][C:7]2[N:12]=[C:11]([C:13]3[C:14]([C:28]4[CH:33]=[CH:32][C:31]([F:34])=[CH:30][CH:29]=4)=[N:15][N:16]4[C:21]([CH3:22])=[C:20]([C:23]([O:25]CC)=[O:24])[CH:19]=[CH:18][C:17]=34)[CH:10]=[CH:9][N:8]=2)[CH2:5][CH2:4][CH2:3][CH2:2]1.[OH-].[Li+]. The yield is 0.820. The product is [CH:1]1([NH:6][C:7]2[N:12]=[C:11]([C:13]3[C:14]([C:28]4[CH:29]=[CH:30][C:31]([F:34])=[CH:32][CH:33]=4)=[N:15][N:16]4[C:21]([CH3:22])=[C:20]([C:23]([OH:25])=[O:24])[CH:19]=[CH:18][C:17]=34)[CH:10]=[CH:9][N:8]=2)[CH2:2][CH2:3][CH2:4][CH2:5]1. The catalyst is O1CCOCC1. (2) The reactants are [Cl:1][C:2]1[C:7]2[CH:8]=[N:9][NH:10][C:6]=2[CH:5]=[CH:4][N:3]=1.[OH-].[K+].[I:13]I. The catalyst is O1CCOCC1. The product is [Cl:1][C:2]1[C:7]2[C:8]([I:13])=[N:9][NH:10][C:6]=2[CH:5]=[CH:4][N:3]=1. The yield is 0.920.